This data is from Reaction yield outcomes from USPTO patents with 853,638 reactions. The task is: Predict the reaction yield, written as a fraction of the theoretical maximum amount of product (1.0 means a 100% yield; for example, 0.34 means a 34% yield). The reactants are [Cl:1][C:2]1[CH:12]=[CH:11][C:10]([C:13]2[CH:22]=[CH:21][C:20]3[C:15](=[CH:16][CH:17]=[C:18]([OH:23])[CH:19]=3)[CH:14]=2)=[CH:9][C:3]=1[C:4]([O:6][CH2:7][CH3:8])=[O:5].C(=O)([O-])[O-].[Cs+].[Cs+].Cl[CH2:31][C:32]1[C:33]([C:40]2[C:45]([Cl:46])=[CH:44][CH:43]=[CH:42][C:41]=2[Cl:47])=[N:34][O:35][C:36]=1[CH:37]([CH3:39])[CH3:38].C(OCC)(=O)C. The catalyst is CN(C)C=O.O. The product is [Cl:1][C:2]1[CH:12]=[CH:11][C:10]([C:13]2[CH:22]=[CH:21][C:20]3[C:15](=[CH:16][CH:17]=[C:18]([O:23][CH2:31][C:32]4[C:33]([C:40]5[C:41]([Cl:47])=[CH:42][CH:43]=[CH:44][C:45]=5[Cl:46])=[N:34][O:35][C:36]=4[CH:37]([CH3:39])[CH3:38])[CH:19]=3)[CH:14]=2)=[CH:9][C:3]=1[C:4]([O:6][CH2:7][CH3:8])=[O:5]. The yield is 0.660.